From a dataset of Forward reaction prediction with 1.9M reactions from USPTO patents (1976-2016). Predict the product of the given reaction. (1) Given the reactants Br[C:2]1[CH:7]=[CH:6][C:5]([F:8])=[CH:4][N:3]=1.C(O[Na])(C)(C)C.[CH2:15]([NH2:17])[CH3:16], predict the reaction product. The product is: [CH2:15]([NH:17][C:2]1[CH:7]=[CH:6][C:5]([F:8])=[CH:4][N:3]=1)[CH3:16]. (2) Given the reactants [F:1][C:2]1[CH:7]=[C:6]([I:8])[CH:5]=[CH:4][C:3]=1[NH:9][C:10](=[NH:17])[CH2:11][C:12]([O:14][CH2:15][CH3:16])=[O:13].Br[C:19]1[CH2:23][CH2:22][C:21](=[O:24])[C:20]=1O, predict the reaction product. The product is: [F:1][C:2]1[CH:7]=[C:6]([I:8])[CH:5]=[CH:4][C:3]=1[NH:9][C:10]1[NH:17][C:20]2[C:21](=[O:24])[CH2:22][CH2:23][C:19]=2[C:11]=1[C:12]([O:14][CH2:15][CH3:16])=[O:13]. (3) Given the reactants [H-].[Na+].[O:3]=[C:4]1[N:9]([CH2:10][C:11]2[NH:15][N:14]=[N:13][N:12]=2)[C:8]2[CH:16]=[C:17]([C:19]3[CH:24]=[CH:23][CH:22]=[CH:21][CH:20]=3)[S:18][C:7]=2[C:6](=[O:25])[N:5]1[CH:26]1[CH2:31][CH2:30][N:29]([C:32]([O:34][C:35]([CH3:38])([CH3:37])[CH3:36])=[O:33])[CH2:28][CH2:27]1.[CH3:39][O:40][CH2:41]Cl, predict the reaction product. The product is: [CH3:39][O:40][CH2:41][N:13]1[N:14]=[N:15][C:11]([CH2:10][N:9]2[C:8]3[CH:16]=[C:17]([C:19]4[CH:20]=[CH:21][CH:22]=[CH:23][CH:24]=4)[S:18][C:7]=3[C:6](=[O:25])[N:5]([CH:26]3[CH2:27][CH2:28][N:29]([C:32]([O:34][C:35]([CH3:38])([CH3:37])[CH3:36])=[O:33])[CH2:30][CH2:31]3)[C:4]2=[O:3])=[N:12]1. (4) Given the reactants [CH2:1](OC1C(Br)=CC=C2C=1N=C(C(O)=O)C=C2)[C:2]1[CH:7]=[CH:6][CH:5]=[CH:4][CH:3]=1.[CH2:23]([O:30][C:31]1[CH:32]=[C:33]([Br:45])[CH:34]=[C:35]2[C:40]=1[N:39]=[C:38]([C:41]([OH:43])=[O:42])[CH:37]=[C:36]2[OH:44])[C:24]1[CH:29]=[CH:28][CH:27]=[CH:26][CH:25]=1.[H-].[Na+].[CH2:48](Br)[C:49]1[CH:54]=[CH:53][CH:52]=[CH:51][CH:50]=1, predict the reaction product. The product is: [CH2:48]([O:42][C:41]([C:38]1[CH:37]=[C:36]([O:44][CH2:1][C:2]2[CH:7]=[CH:6][CH:5]=[CH:4][CH:3]=2)[C:35]2[C:40](=[C:31]([O:30][CH2:23][C:24]3[CH:25]=[CH:26][CH:27]=[CH:28][CH:29]=3)[CH:32]=[C:33]([Br:45])[CH:34]=2)[N:39]=1)=[O:43])[C:49]1[CH:54]=[CH:53][CH:52]=[CH:51][CH:50]=1. (5) Given the reactants Br[CH:2]([CH3:11])[C:3]([C:5]1[CH:10]=[CH:9][CH:8]=[CH:7][CH:6]=1)=O.[C:12]([CH2:14][C:15]([NH2:17])=[S:16])#[N:13], predict the reaction product. The product is: [CH3:11][C:2]1[S:16][C:15]([CH2:14][C:12]#[N:13])=[N:17][C:3]=1[C:5]1[CH:10]=[CH:9][CH:8]=[CH:7][CH:6]=1. (6) Given the reactants [I-].[K+].Br[CH:4]([C:6]1[CH:7]=[C:8]([C:23]([O:25][CH3:26])=[O:24])[CH:9]=[C:10]2[C:15]=1[O:14][C:13]([N:16]1[CH2:21][CH2:20][O:19][CH2:18][CH2:17]1)=[CH:12][C:11]2=[O:22])[CH3:5].[F:27][C:28]1[CH:29]=[C:30]([CH:33]=[C:34]([F:36])[CH:35]=1)[NH:31][CH3:32], predict the reaction product. The product is: [F:27][C:28]1[CH:29]=[C:30]([N:31]([CH3:32])[CH:4]([C:6]2[CH:7]=[C:8]([C:23]([O:25][CH3:26])=[O:24])[CH:9]=[C:10]3[C:15]=2[O:14][C:13]([N:16]2[CH2:21][CH2:20][O:19][CH2:18][CH2:17]2)=[CH:12][C:11]3=[O:22])[CH3:5])[CH:33]=[C:34]([F:36])[CH:35]=1. (7) Given the reactants [NH2:1][C:2]1[C:9]([O:10][CH3:11])=[CH:8][CH:7]=[C:6]([C:12]([F:15])([F:14])[F:13])[C:3]=1[CH:4]=O.[NH2:16][C:17](N)=[O:18], predict the reaction product. The product is: [CH3:11][O:10][C:9]1[CH:8]=[CH:7][C:6]([C:12]([F:15])([F:14])[F:13])=[C:3]2[C:2]=1[N:1]=[C:17]([OH:18])[N:16]=[CH:4]2. (8) Given the reactants [Li][CH2:2][CH2:3][CH2:4][CH3:5].[F:16][C:15]([F:18])([F:17])[S:12](O[S:12]([C:15]([F:18])([F:17])[F:16])(=[O:14])=[O:13])(=[O:14])=[O:13].N1C=CC=CC=1.C([N:29]([CH2:32][CH3:33])CC)C, predict the reaction product. The product is: [CH:4]1[CH:5]=[CH:33][C:32]([N:29]([S:12]([C:15]([F:16])([F:17])[F:18])(=[O:13])=[O:14])[S:12]([C:15]([F:18])([F:17])[F:16])(=[O:14])=[O:13])=[CH:2][CH:3]=1. (9) Given the reactants Cl.[NH:2]1[CH2:8][CH2:7][CH2:6][CH:5]([OH:9])[CH2:4][CH2:3]1.F[C:11]1[CH:18]=[CH:17][C:14]([C:15]#[N:16])=[CH:13][CH:12]=1.C(=O)([O-])[O-].[K+].[K+], predict the reaction product. The product is: [OH:9][CH:5]1[CH2:6][CH2:7][CH2:8][N:2]([C:11]2[CH:18]=[CH:17][C:14]([C:15]#[N:16])=[CH:13][CH:12]=2)[CH2:3][CH2:4]1. (10) Given the reactants [N+:1]([C:4]1[CH:9]=[CH:8][C:7]([NH:10][C@H:11]2[CH2:16][CH2:15][C@H:14]([O:17][CH2:18][C:19]([N:21]3[CH2:26][CH2:25][N:24]([C:27]4[CH:32]=[CH:31][C:30]([C:33]([F:36])([F:35])[F:34])=[CH:29][CH:28]=4)[CH2:23][CH2:22]3)=[O:20])[CH2:13][CH2:12]2)=[CH:6][C:5]=1[C:37]([F:40])([F:39])[F:38])([O-:3])=[O:2].[H-].[Na+].[CH3:43]I, predict the reaction product. The product is: [CH3:43][N:10]([C:7]1[CH:8]=[CH:9][C:4]([N+:1]([O-:3])=[O:2])=[C:5]([C:37]([F:40])([F:39])[F:38])[CH:6]=1)[C@H:11]1[CH2:16][CH2:15][C@H:14]([O:17][CH2:18][C:19]([N:21]2[CH2:22][CH2:23][N:24]([C:27]3[CH:32]=[CH:31][C:30]([C:33]([F:34])([F:35])[F:36])=[CH:29][CH:28]=3)[CH2:25][CH2:26]2)=[O:20])[CH2:13][CH2:12]1.